Dataset: Catalyst prediction with 721,799 reactions and 888 catalyst types from USPTO. Task: Predict which catalyst facilitates the given reaction. (1) Reactant: [Br:1][C:2]1[CH:7]=[CH:6][CH:5]=[CH:4][C:3]=1[OH:8].Br[CH2:10][C:11]([C:13]1[CH:18]=[CH:17][CH:16]=[CH:15][CH:14]=1)=[O:12].C([O-])([O-])=O.[K+].[K+]. Product: [Br:1][C:2]1[CH:7]=[CH:6][CH:5]=[CH:4][C:3]=1[O:8][CH2:10][C:11]([C:13]1[CH:18]=[CH:17][CH:16]=[CH:15][CH:14]=1)=[O:12]. The catalyst class is: 21. (2) Reactant: [NH2:1][C:2]1[S:6][C:5]2[CH2:7][CH2:8][CH2:9][CH2:10][C:4]=2[C:3]=1[C:11]([NH2:13])=[O:12].O1CCOCC1.[C:20]1(=[O:26])[O:25][C:23](=[O:24])[CH2:22][CH2:21]1. Product: [C:11]([C:3]1[C:4]2[CH2:10][CH2:9][CH2:8][CH2:7][C:5]=2[S:6][C:2]=1[NH:1][C:20](=[O:26])[CH2:21][CH2:22][C:23]([OH:25])=[O:24])(=[O:12])[NH2:13]. The catalyst class is: 6. (3) The catalyst class is: 6. Product: [CH:1]1([CH2:4][N:5]2[C:10](=[O:11])[C:9]([CH2:12][CH2:13][CH2:14][N:58]3[CH2:57][CH2:56][N:77]([CH3:76])[CH2:72][CH2:71]3)=[CH:8][C:7]([C:28]3[CH:33]=[CH:32][C:31]([O:34][CH3:35])=[C:30]([F:36])[CH:29]=3)=[N:6]2)[CH2:3][CH2:2]1. Reactant: [CH:1]1([CH2:4][N:5]2[C:10](=[O:11])[C:9]([CH2:12][CH:13](C(OC(C)(C)C)=O)[C:14](OC(C)(C)C)=O)=[CH:8][C:7]([C:28]3[CH:33]=[CH:32][C:31]([O:34][CH3:35])=[C:30]([F:36])[CH:29]=3)=[N:6]2)[CH2:3][CH2:2]1.[H-].[Na+].C(OC(C)(C)C)(=O)CC(OC(C)(C)C)=O.BrC[C:56]1[C:57](=O)[N:58]([CH2:71][CH:72]2CC2)N=C(C2C=CC(OC)=C(F)C=2)C=1.[CH3:76][N:77](C)C=O. (4) Reactant: [O:1]1[C:5]2[CH:6]=[CH:7][C:8]([C:10]3[S:11][CH:12]=[C:13]([C:15]([OH:17])=O)[N:14]=3)=[CH:9][C:4]=2[CH2:3][CH2:2]1.[O:18]1[CH:22]=[CH:21][N:20]=[C:19]1[NH2:23].CN(C(ON1N=NC2C=CC=CC1=2)=[N+](C)C)C.F[P-](F)(F)(F)(F)F.CCN(C(C)C)C(C)C. Product: [O:1]1[C:5]2[CH:6]=[CH:7][C:8]([C:10]3[S:11][CH:12]=[C:13]([C:15]([NH:23][C:19]4[O:18][CH:22]=[CH:21][N:20]=4)=[O:17])[N:14]=3)=[CH:9][C:4]=2[CH2:3][CH2:2]1. The catalyst class is: 2. (5) Reactant: [F:1][C:2]1[CH:14]=[C:13](B2OC(C)(C)C(C)(C)O2)[C:12]([CH3:24])=[CH:11][C:3]=1[C:4]([NH:6][S:7]([CH3:10])(=[O:9])=[O:8])=[O:5].Br[C:26]1[CH:27]=[C:28]([Cl:33])[C:29]([Cl:32])=[N:30][CH:31]=1.C([O-])([O-])=O.[Na+].[Na+]. Product: [Cl:33][C:28]1[CH:27]=[C:26]([C:13]2[C:12]([CH3:24])=[CH:11][C:3]([C:4]([NH:6][S:7]([CH3:10])(=[O:8])=[O:9])=[O:5])=[C:2]([F:1])[CH:14]=2)[CH:31]=[N:30][C:29]=1[Cl:32]. The catalyst class is: 77.